This data is from Acute oral toxicity (LD50) regression data from Zhu et al.. The task is: Regression/Classification. Given a drug SMILES string, predict its toxicity properties. Task type varies by dataset: regression for continuous values (e.g., LD50, hERG inhibition percentage) or binary classification for toxic/non-toxic outcomes (e.g., AMES mutagenicity, cardiotoxicity, hepatotoxicity). Dataset: ld50_zhu. (1) The molecule is CCNCc1cc([N+](=O)[O-])ccc1O. The rat oral LD50 is 2.29, given as -log10 of the dose in mol/kg body weight (higher means more acutely toxic). (2) The drug is CCOC(=S)SCSSCP(=O)(OCC)OCC. The rat oral LD50 is 4.40, given as -log10 of the dose in mol/kg body weight (higher means more acutely toxic).